The task is: Predict which catalyst facilitates the given reaction.. This data is from Catalyst prediction with 721,799 reactions and 888 catalyst types from USPTO. (1) The catalyst class is: 35. Product: [CH3:1][N:2]([CH3:35])[C:3]1[CH:8]=[CH:7][C:6]([NH:9][S:10]([C:13]2[CH:14]=[C:15]([S:19]([NH:22][CH2:23][CH:24]3[CH2:29][CH2:28][N:27]([C:36](=[O:40])[CH2:37][CH2:38][CH3:39])[CH2:26][CH2:25]3)(=[O:21])=[O:20])[CH:16]=[CH:17][CH:18]=2)(=[O:12])=[O:11])=[CH:5][C:4]=1[C:30]1[O:31][CH:32]=[CH:33][CH:34]=1. Reactant: [CH3:1][N:2]([CH3:35])[C:3]1[CH:8]=[CH:7][C:6]([NH:9][S:10]([C:13]2[CH:14]=[C:15]([S:19]([NH:22][CH2:23][CH:24]3[CH2:29][CH2:28][NH:27][CH2:26][CH2:25]3)(=[O:21])=[O:20])[CH:16]=[CH:17][CH:18]=2)(=[O:12])=[O:11])=[CH:5][C:4]=1[C:30]1[O:31][CH:32]=[CH:33][CH:34]=1.[C:36](O)(=[O:40])[CH2:37][CH2:38][CH3:39].CN(C(ON1N=NC2C=CC=CC1=2)=[N+](C)C)C.F[P-](F)(F)(F)(F)F.C(N(CC)C(C)C)(C)C. (2) Reactant: C(=O)([O-])O.[Na+].[C:14](O[C:14]([O:16][C:17]([CH3:20])([CH3:19])[CH3:18])=[O:15])([O:16][C:17]([CH3:20])([CH3:19])[CH3:18])=[O:15].[I:21][C:22]1[C:30]2[C:25](=[CH:26][C:27]([C:31]([O:33][CH3:34])=[O:32])=[CH:28][CH:29]=2)[NH:24][N:23]=1. Product: [I:21][C:22]1[C:30]2[C:25](=[CH:26][C:27]([C:31]([O:33][CH3:34])=[O:32])=[CH:28][CH:29]=2)[N:24]([C:14]([O:16][C:17]([CH3:18])([CH3:19])[CH3:20])=[O:15])[N:23]=1. The catalyst class is: 1. (3) Reactant: [CH:1]1([N:6]2[CH2:11][CH2:10][N:9]([C:12]([C:14]3[CH:15]=[C:16]4[C:20](=[CH:21][CH:22]=3)[NH:19][C:18]([C:23]([N:25]3[CH2:30][CH2:29][S:28](=[O:32])(=[O:31])[CH2:27][CH2:26]3)=[O:24])=[CH:17]4)=[O:13])[CH2:8][CH2:7]2)[CH2:5][CH2:4][CH2:3][CH2:2]1.[CH3:33][C:34]1[CH:35]=[C:36](B(O)O)[CH:37]=[CH:38][CH:39]=1.N1C=CC=CC=1. Product: [CH:1]1([N:6]2[CH2:7][CH2:8][N:9]([C:12]([C:14]3[CH:15]=[C:16]4[C:20](=[CH:21][CH:22]=3)[N:19]([C:38]3[CH:39]=[C:34]([CH3:33])[CH:35]=[CH:36][CH:37]=3)[C:18]([C:23]([N:25]3[CH2:30][CH2:29][S:28](=[O:31])(=[O:32])[CH2:27][CH2:26]3)=[O:24])=[CH:17]4)=[O:13])[CH2:10][CH2:11]2)[CH2:2][CH2:3][CH2:4][CH2:5]1. The catalyst class is: 221. (4) Reactant: [CH3:1][C:2]1([NH2:6])[CH2:5][O:4][CH2:3]1.[Cl:7][C:8]1[CH:9]=[C:10]([NH:16][C:17]([C:19]2[N:23]([CH3:24])[CH:22]=[C:21]([S:25](Cl)(=[O:27])=[O:26])[CH:20]=2)=[O:18])[CH:11]=[C:12]([Cl:15])[C:13]=1[F:14].O. Product: [Cl:7][C:8]1[CH:9]=[C:10]([NH:16][C:17]([C:19]2[N:23]([CH3:24])[CH:22]=[C:21]([S:25](=[O:27])(=[O:26])[NH:6][C:2]3([CH3:1])[CH2:5][O:4][CH2:3]3)[CH:20]=2)=[O:18])[CH:11]=[C:12]([Cl:15])[C:13]=1[F:14]. The catalyst class is: 10.